From a dataset of Full USPTO retrosynthesis dataset with 1.9M reactions from patents (1976-2016). Predict the reactants needed to synthesize the given product. Given the product [CH3:3][N:4]1[CH:8]=[CH:7][N:6]=[C:5]1[CH2:9][N:10]1[C:18]2[C:13](=[CH:14][CH:15]=[CH:16][CH:17]=2)[CH:12]=[C:11]1[C:19]([OH:21])=[O:20], predict the reactants needed to synthesize it. The reactants are: [OH-].[Na+].[CH3:3][N:4]1[CH:8]=[CH:7][N:6]=[C:5]1[CH2:9][N:10]1[C:18]2[C:13](=[CH:14][CH:15]=[CH:16][CH:17]=2)[CH:12]=[C:11]1[C:19]([O:21]CC)=[O:20].